Dataset: Reaction yield outcomes from USPTO patents with 853,638 reactions. Task: Predict the reaction yield, written as a fraction of the theoretical maximum amount of product (1.0 means a 100% yield; for example, 0.34 means a 34% yield). The reactants are [N:1]([CH2:4][C:5]1[CH:10]=[CH:9][C:8]([C:11]([CH3:14])([CH3:13])[CH3:12])=[CH:7][CH:6]=1)=[N+:2]=[N-:3].[O:15]=[C:16]1O[C@H]([C@H](CO)O)[C:19]([O-])=[C:17]1O.[Na+]. The catalyst is O.CN(C)C=O.O.S([O-])([O-])(=O)=O.[Cu+2]. The product is [C:11]([C:8]1[CH:9]=[CH:10][C:5]([CH2:4][N:1]2[CH:19]=[C:17]([CH2:16][OH:15])[N:3]=[N:2]2)=[CH:6][CH:7]=1)([CH3:14])([CH3:13])[CH3:12]. The yield is 0.850.